This data is from Full USPTO retrosynthesis dataset with 1.9M reactions from patents (1976-2016). The task is: Predict the reactants needed to synthesize the given product. Given the product [C:42]([O:45][C@@H:16]1[C:15]2[N:14]=[C:13]([CH:22]([CH3:24])[CH3:23])[C:12]3[C@@H:25]([C:32]4[CH:37]=[CH:36][C:35]([C:38]([F:41])([F:40])[F:39])=[CH:34][CH:33]=4)[O:26][C:27]4([CH2:31][CH2:30][CH2:29][CH2:28]4)[C:11]=3[C:10]=2[C@@H:9]([O:8][Si:1]([C:4]([CH3:7])([CH3:6])[CH3:5])([CH3:3])[CH3:2])[CH2:18][C:17]1([CH3:20])[CH3:19])(=[O:44])[CH3:43], predict the reactants needed to synthesize it. The reactants are: [Si:1]([O:8][C@H:9]1[CH2:18][C:17]([CH3:20])([CH3:19])[CH2:16][C:15]2[N+:14]([O-])=[C:13]([CH:22]([CH3:24])[CH3:23])[C:12]3[C@@H:25]([C:32]4[CH:37]=[CH:36][C:35]([C:38]([F:41])([F:40])[F:39])=[CH:34][CH:33]=4)[O:26][C:27]4([CH2:31][CH2:30][CH2:29][CH2:28]4)[C:11]=3[C:10]1=2)([C:4]([CH3:7])([CH3:6])[CH3:5])([CH3:3])[CH3:2].[C:42]([O:45]C(=O)C)(=[O:44])[CH3:43].